Dataset: Reaction yield outcomes from USPTO patents with 853,638 reactions. Task: Predict the reaction yield, written as a fraction of the theoretical maximum amount of product (1.0 means a 100% yield; for example, 0.34 means a 34% yield). The reactants are [O:1]1[CH2:5][CH2:4][O:3][CH:2]1[C:6]1[CH:7]=[C:8](/[CH:15]=[CH:16]/[C:17]([O:19][CH3:20])=[O:18])[S:9][C:10]=1[Si](C)(C)C.O.O1CCCC1.[F-].C([N+](CCCC)(CCCC)CCCC)CCC.[Cl-].[NH4+]. The catalyst is O1CCCC1. The product is [O:1]1[CH2:5][CH2:4][O:3][CH:2]1[C:6]1[CH:7]=[C:8](/[CH:15]=[CH:16]/[C:17]([O:19][CH3:20])=[O:18])[S:9][CH:10]=1. The yield is 0.997.